This data is from Forward reaction prediction with 1.9M reactions from USPTO patents (1976-2016). The task is: Predict the product of the given reaction. (1) Given the reactants C([O:3][C:4](=[O:28])[CH:5]([C:10]1[CH:11]=[C:12]([C:21]2[CH:26]=[CH:25][C:24]([Cl:27])=[CH:23][CH:22]=2)[C:13]([O:16][CH2:17][CH:18]2[CH2:20][CH2:19]2)=[CH:14][CH:15]=1)[CH2:6][CH:7]([CH3:9])[CH3:8])C.O.[OH-].[Li+], predict the reaction product. The product is: [CH:18]1([CH2:17][O:16][C:13]2[C:12]([C:21]3[CH:26]=[CH:25][C:24]([Cl:27])=[CH:23][CH:22]=3)=[CH:11][C:10]([CH:5]([CH2:6][CH:7]([CH3:9])[CH3:8])[C:4]([OH:28])=[O:3])=[CH:15][CH:14]=2)[CH2:19][CH2:20]1. (2) Given the reactants [C:1]([O:5][C:6](=[O:16])[NH:7][CH2:8][C:9]1[CH:14]=[CH:13][CH:12]=[C:11](I)[CH:10]=1)([CH3:4])([CH3:3])C.[NH2:17][CH2:18][CH2:19][N:20]1[CH2:25][CH2:24][O:23][CH2:22][CH2:21]1.C([O-])([O-])=O.[K+].[K+].N1CCC[C@H]1C(O)=O, predict the reaction product. The product is: [CH:1]([O:5][C:6](=[O:16])[NH:7][CH2:8][C:9]1[CH:14]=[CH:13][CH:12]=[C:11]([NH:17][CH2:18][CH2:19][N:20]2[CH2:25][CH2:24][O:23][CH2:22][CH2:21]2)[CH:10]=1)([CH3:3])[CH3:4]. (3) Given the reactants [Br:1][C:2]1[CH:3]=[C:4]([CH2:9][C:10]([OH:12])=[O:11])[CH:5]=[CH:6][C:7]=1[OH:8].S(=O)(=O)(O)O.[CH3:18][CH2:19]O, predict the reaction product. The product is: [CH2:18]([O:11][C:10](=[O:12])[CH2:9][C:4]1[CH:5]=[CH:6][C:7]([OH:8])=[C:2]([Br:1])[CH:3]=1)[CH3:19]. (4) Given the reactants [C:1]([Cl:6])(=[O:5])[C:2](Cl)=[O:3].[F:7][C:8]1[CH:18]=[CH:17][C:11](OCC(O)=O)=[CH:10][CH:9]=1, predict the reaction product. The product is: [F:7][C:8]1[CH:18]=[CH:17][C:11]([O:3][CH2:2][C:1]([Cl:6])=[O:5])=[CH:10][CH:9]=1. (5) Given the reactants [CH:1]([NH:4][C:5]1[C:14]2[C:9](=[CH:10][C:11]([C:15]3[CH:20]=[CH:19][C:18]([S:21]([CH3:24])(=[O:23])=[O:22])=[CH:17][CH:16]=3)=[CH:12][CH:13]=2)[N:8]=[N:7][C:6]=1[C:25]1N=CSC=1)([CH3:3])[CH3:2].C(P(C(C)(C)C)C1C=CC=CC=1C1C=CC=CC=1)(C)(C)C.[Cl-].C[Zn+], predict the reaction product. The product is: [CH:1]([NH:4][C:5]1[C:14]2[C:9](=[CH:10][C:11]([C:15]3[CH:20]=[CH:19][C:18]([S:21]([CH3:24])(=[O:22])=[O:23])=[CH:17][CH:16]=3)=[CH:12][CH:13]=2)[N:8]=[N:7][C:6]=1[CH3:25])([CH3:3])[CH3:2]. (6) The product is: [CH3:1][C:2]1[S:3][CH:4]=[C:5]([C:7]2[C:16]3[C:11](=[CH:12][C:13]([C:17]([OH:19])=[O:18])=[CH:14][CH:15]=3)[O:10][C:9](=[O:21])[CH:8]=2)[N:6]=1. Given the reactants [CH3:1][C:2]1[S:3][CH:4]=[C:5]([C:7]2[C:16]3[C:11](=[CH:12][C:13]([C:17]([O:19]C)=[O:18])=[CH:14][CH:15]=3)[O:10][C:9](=[O:21])[CH:8]=2)[N:6]=1.[OH-].[Li+], predict the reaction product.